This data is from Reaction yield outcomes from USPTO patents with 853,638 reactions. The task is: Predict the reaction yield, written as a fraction of the theoretical maximum amount of product (1.0 means a 100% yield; for example, 0.34 means a 34% yield). (1) The reactants are [NH:1]1[C:9]2[C:4](=[CH:5][C:6]([OH:10])=[CH:7][CH:8]=2)[CH:3]=[CH:2]1.[Cl:11][C:12]1[CH:17]=[CH:16][CH:15]=[C:14]([Cl:18])[C:13]=1[C:19]1[C:23]([CH2:24]O)=[C:22]([CH:26]([CH3:28])[CH3:27])[O:21][N:20]=1.C1(P(C2C=CC=CC=2)C2C=CC=CC=2)C=CC=CC=1.N(C(OC(C)C)=O)=NC(OC(C)C)=O. The catalyst is ClCCl. The product is [Cl:18][C:14]1[CH:15]=[CH:16][CH:17]=[C:12]([Cl:11])[C:13]=1[C:19]1[C:23]([CH2:24][O:10][C:6]2[CH:5]=[C:4]3[C:9](=[CH:8][CH:7]=2)[NH:1][CH:2]=[CH:3]3)=[C:22]([CH:26]([CH3:28])[CH3:27])[O:21][N:20]=1. The yield is 0.410. (2) The yield is 0.730. The catalyst is CN(C)C=O. The product is [NH2:17][C:18]1[CH:19]=[C:20]([CH:21]=[CH:22][C:23]=1[Cl:24])[O:25][C:2]1[CH:3]=[CH:4][C:5]2[N:6]([CH:8]=[C:9]([NH:11][C:12]([CH:14]3[CH2:16][CH2:15]3)=[O:13])[N:10]=2)[N:7]=1. The reactants are I[C:2]1[CH:3]=[CH:4][C:5]2[N:6]([CH:8]=[C:9]([NH:11][C:12]([CH:14]3[CH2:16][CH2:15]3)=[O:13])[N:10]=2)[N:7]=1.[NH2:17][C:18]1[CH:19]=[C:20]([OH:25])[CH:21]=[CH:22][C:23]=1[Cl:24].C(=O)([O-])[O-].[K+].[K+]. (3) The reactants are [CH3:1][C:2]1[C:3]([CH2:9][N:10]([CH2:17][C:18]2[C:23]([C:24]([O:27][CH3:28])([CH3:26])[CH3:25])=[CH:22][CH:21]=[CH:20][N:19]=2)[CH:11]2[CH2:16][CH2:15][NH:14][CH2:13][CH2:12]2)=[N:4][CH:5]=[C:6]([CH3:8])[CH:7]=1.[O:29]([C:36]([NH:38][OH:39])=O)C1C=CC=CC=1. The catalyst is C1COCC1. The product is [OH:39][NH:38][C:36]([N:14]1[CH2:13][CH2:12][CH:11]([N:10]([CH2:9][C:3]2[C:2]([CH3:1])=[CH:7][C:6]([CH3:8])=[CH:5][N:4]=2)[CH2:17][C:18]2[C:23]([C:24]([O:27][CH3:28])([CH3:25])[CH3:26])=[CH:22][CH:21]=[CH:20][N:19]=2)[CH2:16][CH2:15]1)=[O:29]. The yield is 0.540.